From a dataset of Forward reaction prediction with 1.9M reactions from USPTO patents (1976-2016). Predict the product of the given reaction. (1) The product is: [C:23]([C:19]1[CH:18]=[C:17]([NH:16][C:15]([N:11]2[CH2:12][CH2:13][CH2:14][C@@H:10]2[C:6]2[CH:5]=[C:4]([CH:9]=[CH:8][CH:7]=2)[C:3]([OH:26])=[O:2])=[O:25])[CH:22]=[CH:21][CH:20]=1)#[N:24]. Given the reactants C[O:2][C:3](=[O:26])[C:4]1[CH:9]=[CH:8][CH:7]=[C:6]([C@H:10]2[CH2:14][CH2:13][CH2:12][N:11]2[C:15](=[O:25])[NH:16][C:17]2[CH:22]=[CH:21][CH:20]=[C:19]([C:23]#[N:24])[CH:18]=2)[CH:5]=1.[OH-].[Na+], predict the reaction product. (2) Given the reactants [CH2:1]([Mg]Br)[CH2:2][CH3:3].[NH2:6][C:7]1[CH:12]=[CH:11][C:10](Br)=[CH:9][N:8]=1.C(Cl)Cl.C([O-])(O)=O.[Na+], predict the reaction product. The product is: [NH2:6][C:7]1[CH:12]=[CH:11][C:10]([CH2:1][CH2:2][CH3:3])=[CH:9][N:8]=1. (3) The product is: [F:63][C:61]1[N:62]=[C:57]([CH2:56][N:49]2[C:50]3[C:46](=[CH:45][C:44]([S:41]([N:38]4[CH2:39][CH2:40][C@H:37]4[CH2:36][O:29][C:30]4[CH:35]=[CH:34][CH:33]=[CH:32][CH:31]=4)(=[O:43])=[O:42])=[CH:52][CH:51]=3)[C:47](=[O:54])[C:48]2=[O:53])[CH:58]=[CH:59][CH:60]=1. Given the reactants CN1C2C(=CC(S(N3CCC[C@H]3COC3C=CC=CC=3)(=O)=O)=CC=2)C(=O)C1=O.[O:29]([CH2:36][C@@H:37]1[CH2:40][CH2:39][N:38]1[S:41]([C:44]1[CH:45]=[C:46]2[C:50](=[CH:51][CH:52]=1)[NH:49][C:48](=[O:53])[C:47]2=[O:54])(=[O:43])=[O:42])[C:30]1[CH:35]=[CH:34][CH:33]=[CH:32][CH:31]=1.Br[CH2:56][C:57]1[N:62]=[C:61]([F:63])[CH:60]=[CH:59][CH:58]=1, predict the reaction product. (4) Given the reactants [Cl:1][C:2]1[N:3]([CH2:10][C:11]2([CH3:14])[CH2:13][O:12]2)[CH:4]=[C:5]([N+:7]([O-:9])=[O:8])[N:6]=1.[NH:15]1[CH2:20][CH2:19][CH:18]([NH:21][C:22]2[CH:27]=[CH:26][C:25]([O:28][C:29]([F:32])([F:31])[F:30])=[CH:24][CH:23]=2)[CH2:17][CH2:16]1.O, predict the reaction product. The product is: [Cl:1][C:2]1[N:3]([CH2:10][C:11]([CH3:14])([OH:12])[CH2:13][N:15]2[CH2:20][CH2:19][CH:18]([NH:21][C:22]3[CH:23]=[CH:24][C:25]([O:28][C:29]([F:30])([F:31])[F:32])=[CH:26][CH:27]=3)[CH2:17][CH2:16]2)[CH:4]=[C:5]([N+:7]([O-:9])=[O:8])[N:6]=1. (5) Given the reactants [O:1]1[C:5]2[CH:6]=[CH:7][C:8]([C:10](Cl)=[O:11])=[CH:9][C:4]=2[O:3][CH2:2]1.OC(C(F)(F)F)=O.[NH2:20][CH:21]1[CH2:26][CH2:25][CH:24]([N:27]2[CH2:30][CH:29]([NH:31][C:32]([CH2:34][NH:35][C:36](=[O:47])[C:37]3[CH:42]=[CH:41][CH:40]=[C:39]([C:43]([F:46])([F:45])[F:44])[CH:38]=3)=[O:33])[CH2:28]2)[CH2:23][CH2:22]1, predict the reaction product. The product is: [F:46][C:43]([F:44])([F:45])[C:39]1[CH:38]=[C:37]([CH:42]=[CH:41][CH:40]=1)[C:36]([NH:35][CH2:34][C:32]([NH:31][CH:29]1[CH2:28][N:27]([CH:24]2[CH2:23][CH2:22][CH:21]([NH:20][C:10]([C:8]3[CH:7]=[CH:6][C:5]4[O:1][CH2:2][O:3][C:4]=4[CH:9]=3)=[O:11])[CH2:26][CH2:25]2)[CH2:30]1)=[O:33])=[O:47]. (6) Given the reactants Cl[C:2]1[CH:7]=[CH:6][CH:5]=[CH:4][C:3]=1[N+:8]([O-:10])=[O:9].[NH2:11][CH:12]1[CH2:17][CH2:16][N:15]([C:18]([O:20][C:21]([CH3:24])([CH3:23])[CH3:22])=[O:19])[CH2:14][CH2:13]1.C([O-])([O-])=O.[K+].[K+], predict the reaction product. The product is: [N+:8]([C:3]1[CH:4]=[CH:5][CH:6]=[CH:7][C:2]=1[NH:11][CH:12]1[CH2:13][CH2:14][N:15]([C:18]([O:20][C:21]([CH3:24])([CH3:23])[CH3:22])=[O:19])[CH2:16][CH2:17]1)([O-:10])=[O:9]. (7) Given the reactants [Se](=O)=[O:2].Br[CH2:5][C:6]([C:8]1[CH:9]=[C:10]([CH3:14])[CH:11]=[CH:12][CH:13]=1)=[O:7].[CH2:15]([OH:17])[CH3:16], predict the reaction product. The product is: [CH3:14][C:10]1[CH:9]=[C:8]([C:6](=[O:7])[C:5]([O:17][CH2:15][CH3:16])=[O:2])[CH:13]=[CH:12][CH:11]=1.